Task: Predict the reactants needed to synthesize the given product.. Dataset: Full USPTO retrosynthesis dataset with 1.9M reactions from patents (1976-2016) Given the product [Cl:38][C:35]1[CH:36]=[CH:37][C:32]([CH2:31][NH:30][C:26]2[CH:25]=[C:24]([C:23]3[C:18]4[C:19](=[N:20][C:15]([NH:14][CH:11]5[CH2:10][CH2:9][CH:8]([NH2:7])[CH2:13][CH2:12]5)=[N:16][CH:17]=4)[NH:21][N:22]=3)[CH:29]=[CH:28][CH:27]=2)=[CH:33][CH:34]=1, predict the reactants needed to synthesize it. The reactants are: C(OC(=O)[NH:7][CH:8]1[CH2:13][CH2:12][CH:11]([NH:14][C:15]2[N:20]=[C:19]3[N:21](COCC[Si](C)(C)C)[N:22]=[C:23]([C:24]4[CH:29]=[CH:28][CH:27]=[C:26]([NH:30][CH2:31][C:32]5[CH:37]=[CH:36][C:35]([Cl:38])=[CH:34][CH:33]=5)[CH:25]=4)[C:18]3=[CH:17][N:16]=2)[CH2:10][CH2:9]1)(C)(C)C.C(O)(C(F)(F)F)=O.